Dataset: Catalyst prediction with 721,799 reactions and 888 catalyst types from USPTO. Task: Predict which catalyst facilitates the given reaction. (1) Reactant: O[N:2]=[C:3]1[CH2:8][CH2:7][CH:6]([C:9]2[CH:14]=[CH:13][CH:12]=[CH:11][CH:10]=2)[CH2:5][CH2:4]1.[ClH:15]. Product: [ClH:15].[C:9]1([CH:6]2[CH2:5][CH2:4][CH:3]([NH2:2])[CH2:8][CH2:7]2)[CH:14]=[CH:13][CH:12]=[CH:11][CH:10]=1. The catalyst class is: 470. (2) Reactant: [N:1]1([C:6]2[CH:25]=[CH:24][C:9]([CH2:10][C:11]3[C:12]([CH3:23])=[CH:13][C:14]([CH:21]=O)=[C:15]([CH:20]=3)[C:16](OC)=[O:17])=[CH:8][CH:7]=2)[CH:5]=[CH:4][CH:3]=[N:2]1.[O:26]1[CH2:31][CH2:30][CH:29]([NH2:32])[CH2:28][CH2:27]1.S([O-])([O-])(=O)=O.[Mg+2]. The catalyst class is: 1. Product: [CH3:23][C:12]1[CH:13]=[C:14]2[C:15](=[CH:20][C:11]=1[CH2:10][C:9]1[CH:24]=[CH:25][C:6]([N:1]3[CH:5]=[CH:4][CH:3]=[N:2]3)=[CH:7][CH:8]=1)[C:16](=[O:17])[N:32]([CH:29]1[CH2:30][CH2:31][O:26][CH2:27][CH2:28]1)[CH2:21]2. (3) Reactant: F[C:2]1[CH:7]=[C:6]([F:8])[CH:5]=[CH:4][C:3]=1[N+:9]([O-:11])=[O:10].[Br:12][C:13]1[CH:14]=[C:15]([CH:18]=[CH:19][CH:20]=1)[CH2:16][NH2:17].C(N(CC)C(C)C)(C)C. Product: [Br:12][C:13]1[CH:14]=[C:15]([CH:18]=[CH:19][CH:20]=1)[CH2:16][NH:17][C:2]1[CH:7]=[C:6]([F:8])[CH:5]=[CH:4][C:3]=1[N+:9]([O-:11])=[O:10]. The catalyst class is: 10. (4) Reactant: [C:1]([N:9]1[C:14](=[O:15])[C:13]([I:16])=[CH:12][NH:11][C:10]1=[O:17])(=[O:8])[C:2]1[CH:7]=[CH:6][CH:5]=[CH:4][CH:3]=1.C([O-])([O-])=O.[K+].[K+].Br[CH2:25][CH2:26][CH:27]([O:30][CH3:31])[O:28][CH3:29].O. Product: [C:1]([N:9]1[C:14](=[O:15])[C:13]([I:16])=[CH:12][N:11]([CH2:25][CH2:26][CH:27]([O:30][CH3:31])[O:28][CH3:29])[C:10]1=[O:17])(=[O:8])[C:2]1[CH:7]=[CH:6][CH:5]=[CH:4][CH:3]=1. The catalyst class is: 3. (5) Reactant: [CH3:1][N:2]1[C:10]2[CH2:9][CH2:8][CH2:7][C:6](=[O:11])[C:5]=2[CH:4]=[N:3]1.[BH4-].[Na+]. Product: [CH3:1][N:2]1[C:10]2[CH2:9][CH2:8][CH2:7][CH:6]([OH:11])[C:5]=2[CH:4]=[N:3]1. The catalyst class is: 14.